This data is from Peptide-MHC class I binding affinity with 185,985 pairs from IEDB/IMGT. The task is: Regression. Given a peptide amino acid sequence and an MHC pseudo amino acid sequence, predict their binding affinity value. This is MHC class I binding data. (1) The peptide sequence is EMQLKIDKL. The MHC is HLA-A02:02 with pseudo-sequence HLA-A02:02. The binding affinity (normalized) is 0. (2) The peptide sequence is AHIEGQPVEVL. The MHC is Mamu-A07 with pseudo-sequence Mamu-A07. The binding affinity (normalized) is 0.144.